Dataset: Full USPTO retrosynthesis dataset with 1.9M reactions from patents (1976-2016). Task: Predict the reactants needed to synthesize the given product. (1) Given the product [Br:8][C:5]1[N:4]=[C:3]([C:9]([O:11][CH3:12])=[O:10])[C:2]([O:18][CH3:17])=[N:7][CH:6]=1, predict the reactants needed to synthesize it. The reactants are: N[C:2]1[C:3]([C:9]([O:11][CH3:12])=[O:10])=[N:4][C:5]([Br:8])=[CH:6][N:7]=1.N([O-])=O.[Na+].[CH3:17][OH:18].C(Cl)(Cl)Cl. (2) Given the product [C:39]([O:38][C:36]([N:8]1[CH2:9][CH2:10][C:4]2[C:3]([CH2:13][OH:15])=[C:2]([Cl:1])[CH:12]=[CH:11][C:5]=2[CH2:6][CH2:7]1)=[O:37])([CH3:42])([CH3:41])[CH3:40], predict the reactants needed to synthesize it. The reactants are: [Cl:1][C:2]1[CH:12]=[CH:11][C:5]2[CH2:6][CH2:7][NH:8][CH2:9][CH2:10][C:4]=2[C:3]=1[C:13]([O:15]CC)=O.[H-].[Al+3].[Li+].[H-].[H-].[H-].C1COCC1.C(N(CC)CC)C.[C:36](O[C:36]([O:38][C:39]([CH3:42])([CH3:41])[CH3:40])=[O:37])([O:38][C:39]([CH3:42])([CH3:41])[CH3:40])=[O:37].CNCCNC. (3) The reactants are: [N+](C1C=CC(C2[S:14]C(CCC(OC)=O)=NC=2)=CC=1)([O-])=O.[CH3:21][C:22]([CH3:43])([CH2:27][C:28]([NH:30][CH2:31][C:32]([C:34]1[CH:39]=[CH:38][C:37]([N+:40]([O-:42])=[O:41])=[CH:36][CH:35]=1)=O)=O)[C:23]([O:25][CH3:26])=[O:24].COC1C=CC(P2(SP(C3C=CC(OC)=CC=3)(=S)S2)=S)=CC=1. Given the product [CH3:21][C:22]([CH3:43])([CH2:27][C:28]1[S:14][C:32]([C:34]2[CH:39]=[CH:38][C:37]([N+:40]([O-:42])=[O:41])=[CH:36][CH:35]=2)=[CH:31][N:30]=1)[C:23]([O:25][CH3:26])=[O:24], predict the reactants needed to synthesize it. (4) Given the product [Cl:41][C:22]1[CH:21]=[C:20]([NH:19][C:10](=[O:17])[C:11]2[CH:16]=[CH:15][CH:14]=[CH:13][CH:12]=2)[CH:25]=[CH:24][C:23]=1[CH:26]([CH3:40])[C:27]([C:33]1[CH:38]=[CH:37][N:36]=[C:35]([Cl:39])[CH:34]=1)([OH:32])[C:28]([F:31])([F:30])[F:29], predict the reactants needed to synthesize it. The reactants are: C(N(CC)C(C)C)(C)C.[C:10](Cl)(=[O:17])[C:11]1[CH:16]=[CH:15][CH:14]=[CH:13][CH:12]=1.[NH2:19][C:20]1[CH:25]=[CH:24][C:23]([CH:26]([CH3:40])[C:27]([C:33]2[CH:38]=[CH:37][N:36]=[C:35]([Cl:39])[CH:34]=2)([OH:32])[C:28]([F:31])([F:30])[F:29])=[C:22]([Cl:41])[CH:21]=1. (5) Given the product [CH:1]1[C:6]([OH:7])=[CH:5][CH:4]=[CH:3][C:2]=1[CH3:8].[CH:13]1[C:14]([OH:15])=[CH:9][CH:10]=[C:11]([CH3:16])[CH:12]=1, predict the reactants needed to synthesize it. The reactants are: [CH:1]1[C:6]([OH:7])=[CH:5][CH:4]=[CH:3][C:2]=1[CH3:8].[CH:9]1[C:14]([OH:15])=[CH:13][CH:12]=[C:11]([CH3:16])[CH:10]=1.O.O.C(O)(=O)C(O)=O.C=O. (6) Given the product [OH:29][C@H:22]([C:23]1[CH:28]=[CH:27][CH:26]=[CH:25][CH:24]=1)[CH2:21][NH:1][C:2]1[CH:7]=[CH:6][C:5]([CH2:8][CH2:9][NH2:10])=[CH:4][CH:3]=1, predict the reactants needed to synthesize it. The reactants are: [NH2:1][C:2]1[CH:7]=[CH:6][C:5]([CH2:8][CH2:9][NH2:10])=[CH:4][CH:3]=1.C[Si]([N-][Si](C)(C)C)(C)C.[Na+].[CH2:21]1[O:29][C@@H:22]1[C:23]1[CH:28]=[CH:27][CH:26]=[CH:25][CH:24]=1.Cl. (7) Given the product [ClH:34].[NH2:26][C:21]1[CH:20]=[CH:19][CH:18]=[C:17]2[C:22]=1[CH:23]=[CH:24][CH:25]=[C:16]2[S:13]([NH:12][CH2:11][C:1]1[C:10]2[C:5](=[CH:6][CH:7]=[CH:8][CH:9]=2)[CH:4]=[CH:3][CH:2]=1)(=[O:15])=[O:14], predict the reactants needed to synthesize it. The reactants are: [C:1]1([CH2:11][NH:12][S:13]([C:16]2[CH:25]=[CH:24][CH:23]=[C:22]3[C:17]=2[CH:18]=[CH:19][CH:20]=[C:21]3[NH:26]C(=O)C)(=[O:15])=[O:14])[C:10]2[C:5](=[CH:6][CH:7]=[CH:8][CH:9]=2)[CH:4]=[CH:3][CH:2]=1.C(O)CC.[ClH:34].